Dataset: NCI-60 drug combinations with 297,098 pairs across 59 cell lines. Task: Regression. Given two drug SMILES strings and cell line genomic features, predict the synergy score measuring deviation from expected non-interaction effect. (1) Drug 1: CCCS(=O)(=O)NC1=C(C(=C(C=C1)F)C(=O)C2=CNC3=C2C=C(C=N3)C4=CC=C(C=C4)Cl)F. Drug 2: CNC(=O)C1=CC=CC=C1SC2=CC3=C(C=C2)C(=NN3)C=CC4=CC=CC=N4. Cell line: OVCAR-4. Synergy scores: CSS=2.45, Synergy_ZIP=1.55, Synergy_Bliss=5.25, Synergy_Loewe=0.577, Synergy_HSA=2.65. (2) Drug 1: C1=NC2=C(N=C(N=C2N1C3C(C(C(O3)CO)O)O)F)N. Drug 2: COC1=C2C(=CC3=C1OC=C3)C=CC(=O)O2. Cell line: OVCAR-4. Synergy scores: CSS=-7.23, Synergy_ZIP=2.64, Synergy_Bliss=-0.0563, Synergy_Loewe=-7.56, Synergy_HSA=-7.45. (3) Cell line: T-47D. Drug 1: C1CC(CNC1)C2=CC=C(C=C2)N3C=C4C=CC=C(C4=N3)C(=O)N. Synergy scores: CSS=28.6, Synergy_ZIP=-1.97, Synergy_Bliss=-0.653, Synergy_Loewe=0.0307, Synergy_HSA=4.85. Drug 2: COCCOC1=C(C=C2C(=C1)C(=NC=N2)NC3=CC=CC(=C3)C#C)OCCOC. (4) Drug 1: CC(C1=C(C=CC(=C1Cl)F)Cl)OC2=C(N=CC(=C2)C3=CN(N=C3)C4CCNCC4)N. Synergy scores: CSS=27.8, Synergy_ZIP=0.524, Synergy_Bliss=-0.173, Synergy_Loewe=-11.5, Synergy_HSA=-0.668. Cell line: SK-OV-3. Drug 2: CC1C(C(CC(O1)OC2CC(CC3=C2C(=C4C(=C3O)C(=O)C5=CC=CC=C5C4=O)O)(C(=O)C)O)N)O. (5) Drug 1: C1=CC(=CC=C1CCCC(=O)O)N(CCCl)CCCl. Drug 2: C1CC(C1)(C(=O)O)C(=O)O.[NH2-].[NH2-].[Pt+2]. Cell line: HCT116. Synergy scores: CSS=64.1, Synergy_ZIP=-9.99, Synergy_Bliss=-4.14, Synergy_Loewe=-3.59, Synergy_HSA=-0.558.